Dataset: Experimentally validated miRNA-target interactions with 360,000+ pairs, plus equal number of negative samples. Task: Binary Classification. Given a miRNA mature sequence and a target amino acid sequence, predict their likelihood of interaction. (1) The protein sequence of the target gene is MLQKREKVLLLRTFQGRTLRIVREHYLRPSVPCNSPLCPQPAACRNDGKLLAAEVTHYVIPDWKVVQDYLEVLEFPELKGVIFMQTACQAVQHQRGRRQYNKLRNLLKDARHDCVLFANEFQQHCYLPREKGEAMEKWQTRSIYNSAVWYYHHCEDRMPIVMVTEDEEAIQKYGSETEGVFVISFKNYLDNFWPDLKAAHDLCDSILQSRRERETESQETHGKEYPEHLPLEVLEAGIKSGRYIQGILNVNKHRAQIEAFVRLHGASSKDSGLVSDILIHGSKARNRSIHGDVVVVEMLP.... The miRNA is hsa-miR-2053 with sequence GUGUUAAUUAAACCUCUAUUUAC. Result: 0 (no interaction). (2) The miRNA is mmu-miR-2183 with sequence UUGAACCCCUGACCUCCU. The protein sequence of the target gene is MQRAGSSGGRGECDISGAGRLGLEEAARLSCAVHTSPGGGRRPGQAAGMSAKERPKGKVIKDSVTLLPCFYFVELPILASSVVSLYFLELTDVFKPVHSGFSCYDRSLSMPYIEPTQEAIPFLMLLSLAFAGPAITIMVGEGILYCCLSKRRNGVGLEPNINAGGCNFNSFLRRAVRFVGVHVFGLCSTALITDIIQLSTGYQAPYFLTVCKPNYTSLNVSCKENSYIVEDICSGSDLTVINSGRKSFPSQHATLAAFAAVYVSMYFNSTLTDSSKLLKPLLVFTFIICGIICGLTRITQ.... Result: 0 (no interaction).